This data is from Catalyst prediction with 721,799 reactions and 888 catalyst types from USPTO. The task is: Predict which catalyst facilitates the given reaction. (1) Reactant: [C:1]([O:5][C:6]([NH:8][CH2:9][C:10]1[CH:11]=[C:12]([CH:16]=[C:17]([Cl:20])[C:18]=1[F:19])[C:13]([OH:15])=O)=[O:7])([CH3:4])([CH3:3])[CH3:2].CN(C(ON1N=NC2C=CC=NC1=2)=[N+](C)C)C.F[P-](F)(F)(F)(F)F.[NH:45]1[CH2:50][CH2:49][O:48][CH2:47][CH2:46]1.CCN(C(C)C)C(C)C. Product: [C:1]([O:5][C:6](=[O:7])[NH:8][CH2:9][C:10]1[CH:11]=[C:12]([C:13]([N:45]2[CH2:50][CH2:49][O:48][CH2:47][CH2:46]2)=[O:15])[CH:16]=[C:17]([Cl:20])[C:18]=1[F:19])([CH3:2])([CH3:3])[CH3:4]. The catalyst class is: 3. (2) Reactant: [CH:1]1([C:7]2[C:8]3[CH:9]=[CH:10][C:11]([C:26]([O:28][CH3:29])=[O:27])=[CH:12][C:13]=3[N:14]3[CH2:21][CH2:20][NH:19][CH2:18][C:17]4[CH:22]=[CH:23][CH:24]=[CH:25][C:16]=4[C:15]=23)[CH2:6][CH2:5][CH2:4][CH2:3][CH2:2]1.[CH3:30][N:31]1[CH:35]=[C:34]([CH:36]=O)[CH:33]=[N:32]1.C(O)(=O)C.[BH3-]C#N.[Na+]. Product: [CH:1]1([C:7]2[C:8]3[CH:9]=[CH:10][C:11]([C:26]([O:28][CH3:29])=[O:27])=[CH:12][C:13]=3[N:14]3[CH2:21][CH2:20][N:19]([CH2:36][C:34]4[CH:33]=[N:32][N:31]([CH3:30])[CH:35]=4)[CH2:18][C:17]4[CH:22]=[CH:23][CH:24]=[CH:25][C:16]=4[C:15]=23)[CH2:2][CH2:3][CH2:4][CH2:5][CH2:6]1. The catalyst class is: 5.